From a dataset of Forward reaction prediction with 1.9M reactions from USPTO patents (1976-2016). Predict the product of the given reaction. Given the reactants [CH2:1]([C:3]1[CH:8]=[CH:7][C:6]([C:9]([C:11]2[CH:16]=[CH:15][C:14]([O:17][CH3:18])=[CH:13][CH:12]=2)=O)=[CH:5][CH:4]=1)[CH3:2].C([SiH](CC)CC)C.B(F)(F)F.CCOCC, predict the reaction product. The product is: [CH2:1]([C:3]1[CH:8]=[CH:7][C:6]([CH2:9][C:11]2[CH:12]=[CH:13][C:14]([O:17][CH3:18])=[CH:15][CH:16]=2)=[CH:5][CH:4]=1)[CH3:2].